Dataset: hERG potassium channel inhibition data for cardiac toxicity prediction from Karim et al.. Task: Regression/Classification. Given a drug SMILES string, predict its toxicity properties. Task type varies by dataset: regression for continuous values (e.g., LD50, hERG inhibition percentage) or binary classification for toxic/non-toxic outcomes (e.g., AMES mutagenicity, cardiotoxicity, hepatotoxicity). Dataset: herg_karim. (1) The compound is Cc1c([C@@H](O)[C@H](C)N2CCC3(CCN(c4ccc(=O)n(C)n4)C3=O)CC2)ccc2c1COC2=O. The result is 0 (non-blocker). (2) The molecule is N#Cc1cc(O[C@@H]2C[C@@H]3CC[C@H](C2)N3)nc(-c2ccccc2C#N)c1. The result is 1 (blocker). (3) The compound is COc1ccc(-c2c(-c3ccc(O)cc3O)n[nH]c2C)cc1. The result is 0 (non-blocker). (4) The compound is COc1ccc2ccc(=O)n(C[C@H](O)[C@@H]3CC[C@@H](NCc4ccc5c(n4)NC(=O)CO5)CO3)c2n1. The result is 0 (non-blocker). (5) The result is 1 (blocker). The molecule is CCOc1nc(NC(=O)C2(NC(=O)c3ccc4c(C5CCCC5)c(-c5ccc(F)cn5)n(C)c4c3)CCC2)ccc1/C=C/C(=O)O.